This data is from Forward reaction prediction with 1.9M reactions from USPTO patents (1976-2016). The task is: Predict the product of the given reaction. (1) Given the reactants Cl[C:2]1[CH:3]=[CH:4][C:5]([N+:9]([O-:11])=[O:10])=[C:6]([CH:8]=1)[NH2:7].[N:12]1([CH2:18][CH2:19][OH:20])[CH2:17][CH2:16][NH:15][CH2:14][CH2:13]1.C(=O)([O-])[O-].[K+].[K+].O, predict the reaction product. The product is: [NH2:7][C:6]1[CH:8]=[C:2]([N:15]2[CH2:16][CH2:17][N:12]([CH2:18][CH2:19][OH:20])[CH2:13][CH2:14]2)[CH:3]=[CH:4][C:5]=1[N+:9]([O-:11])=[O:10]. (2) The product is: [Cl:1][C:2]1[CH:3]=[CH:4][C:5]([CH:24]=[O:25])=[C:6]2[C:10]=1[N:9]=[C:8]1[N:11]([C:15]3[C:20]([CH3:21])=[CH:19][C:18]([Cl:22])=[CH:17][C:16]=3[Cl:23])[CH2:12][CH2:13][CH2:14][N:7]21. Given the reactants [Cl:1][C:2]1[C:10]2[N:9]=[C:8]3[N:11]([C:15]4[C:20]([CH3:21])=[CH:19][C:18]([Cl:22])=[CH:17][C:16]=4[Cl:23])[CH2:12][CH2:13][CH2:14][N:7]3[C:6]=2[C:5]([CH2:24][OH:25])=[CH:4][CH:3]=1.C(N(CC)CC)C, predict the reaction product. (3) The product is: [C:1]([O:5][C:6]([NH:8][CH2:9][C:10]([NH:44][C@H:45]1[CH2:50][CH2:49][C@H:48]([CH2:51][C:52]([NH:54][C@H:55]([B:68]2[O:76][CH:75]3[C:70]([CH3:80])([CH:71]4[CH2:77][CH:73]([CH2:74]3)[C:72]4([CH3:79])[CH3:78])[O:69]2)[CH2:56][C:57]2[C:58]([O:66][CH3:67])=[C:59]([CH:63]=[CH:64][CH:65]=2)[C:60]([OH:62])=[O:61])=[O:53])[CH2:47][CH2:46]1)=[O:12])=[O:7])([CH3:2])([CH3:3])[CH3:4]. Given the reactants [C:1]([O:5][C:6]([NH:8][CH2:9][C:10]([OH:12])=O)=[O:7])([CH3:4])([CH3:3])[CH3:2].CN(C(ON1N=NC2C=CC=NC1=2)=[N+](C)C)C.F[P-](F)(F)(F)(F)F.CN1CCOCC1.[NH2:44][C@H:45]1[CH2:50][CH2:49][C@H:48]([CH2:51][C:52]([NH:54][C@H:55]([B:68]2[O:76][CH:75]3[C:70]([CH3:80])([CH:71]4[CH2:77][CH:73]([CH2:74]3)[C:72]4([CH3:79])[CH3:78])[O:69]2)[CH2:56][C:57]2[C:58]([O:66][CH3:67])=[C:59]([CH:63]=[CH:64][CH:65]=2)[C:60]([OH:62])=[O:61])=[O:53])[CH2:47][CH2:46]1, predict the reaction product. (4) Given the reactants [OH:1][C:2]1[CH:3]=[C:4]([C:8]([NH2:10])=[O:9])[CH:5]=[CH:6][CH:7]=1.C([O-])([O-])=O.[K+].[K+].[Na+].[I-].[CH2:19](Cl)[CH2:20][CH2:21][CH2:22][CH2:23][CH2:24][CH2:25][CH2:26][CH3:27], predict the reaction product. The product is: [CH2:19]([O:1][C:2]1[CH:3]=[C:4]([C:8]([NH2:10])=[O:9])[CH:5]=[CH:6][CH:7]=1)[CH2:20][CH2:21][CH2:22][CH2:23][CH2:24][CH2:25][CH2:26][CH3:27]. (5) The product is: [C:39]([O:22][C:11]12[C:14]3[C:19](=[CH:18][CH:17]=[CH:16][CH:15]=3)[C:20](=[O:21])[C:10]1([O:23][C:28](=[O:31])[CH3:29])[C:9]1[CH:8]=[C:7]([C:24]([CH3:27])([CH3:26])[CH3:25])[CH:6]=[C:5]([C:1]([CH3:4])([CH3:3])[CH3:2])[C:13]=1[O:12]2)(=[O:38])[CH3:40]. Given the reactants [C:1]([C:5]1[C:13]2[O:12][C:11]3([OH:22])[C:14]4[C:19]([C:20](=[O:21])[C:10]3([OH:23])[C:9]=2[CH:8]=[C:7]([C:24]([CH3:27])([CH3:26])[CH3:25])[CH:6]=1)=[CH:18][CH:17]=[CH:16][CH:15]=4)([CH3:4])([CH3:3])[CH3:2].[C:28]([OH:31])(=O)[CH3:29].N1C=CC=CC=1.[O:38]1CC[CH2:40][CH2:39]1, predict the reaction product.